This data is from Peptide-MHC class II binding affinity with 134,281 pairs from IEDB. The task is: Regression. Given a peptide amino acid sequence and an MHC pseudo amino acid sequence, predict their binding affinity value. This is MHC class II binding data. (1) The binding affinity (normalized) is 0.429. The MHC is DRB1_0401 with pseudo-sequence DRB1_0401. The peptide sequence is AELQIVDKIDAAFKI. (2) The peptide sequence is AQQSKLAQRRVFHGV. The MHC is DRB1_0801 with pseudo-sequence DRB1_0801. The binding affinity (normalized) is 0.680. (3) The peptide sequence is KNLIPSSASPWSWPD. The MHC is DRB1_0901 with pseudo-sequence DRB1_0901. The binding affinity (normalized) is 0.787. (4) The peptide sequence is TSEHSHFSLKKGAAA. The MHC is H-2-IAd with pseudo-sequence H-2-IAd. The binding affinity (normalized) is 0.